From a dataset of Forward reaction prediction with 1.9M reactions from USPTO patents (1976-2016). Predict the product of the given reaction. (1) Given the reactants [CH2:1]([O:3][C:4]([C:6]1[CH:7]=[N:8][N:9]([C:15]2[CH:20]=[CH:19][CH:18]=[C:17](Cl)[N:16]=2)[C:10]=1[C:11]([F:14])([F:13])[F:12])=[O:5])[CH3:2].B1(O)[C:26]2[CH:27]=[CH:28][CH:29]=[CH:30][C:25]=2[CH2:24][O:23]1.C([O-])([O-])=O.[Na+].[Na+], predict the reaction product. The product is: [OH:23][CH2:24][C:25]1[CH:30]=[CH:29][CH:28]=[CH:27][C:26]=1[C:17]1[N:16]=[C:15]([N:9]2[C:10]([C:11]([F:14])([F:13])[F:12])=[C:6]([C:4]([O:3][CH2:1][CH3:2])=[O:5])[CH:7]=[N:8]2)[CH:20]=[CH:19][CH:18]=1. (2) Given the reactants [C:1]([O:5][C:6]([NH:8][C@@:9]12[CH2:16][CH2:15][CH2:14][C@:13]1([F:17])[C:12](=O)[N:11]([C@@H:19]([C:21]1[CH:26]=[CH:25][CH:24]=[CH:23][CH:22]=1)[CH3:20])[CH2:10]2)=[O:7])([CH3:4])([CH3:3])[CH3:2], predict the reaction product. The product is: [C:1]([O:5][C:6]([NH:8][C@@:9]12[CH2:16][CH2:15][CH2:14][C@:13]1([F:17])[CH2:12][N:11]([C@@H:19]([C:21]1[CH:22]=[CH:23][CH:24]=[CH:25][CH:26]=1)[CH3:20])[CH2:10]2)=[O:7])([CH3:2])([CH3:3])[CH3:4]. (3) Given the reactants Cl.[CH2:2]([O:4][C:5]([N:7]1[CH2:13][CH2:12][C:11]([NH2:14])=[N:10][CH2:9][CH2:8]1)=[O:6])[CH3:3].C(=O)([O-])[O-].[K+].[K+].[N:21]1[CH:26]=[CH:25][C:24]([C:27](=O)[CH2:28][C:29](OCC)=[O:30])=[N:23][CH:22]=1, predict the reaction product. The product is: [CH2:2]([O:4][C:5]([N:7]1[CH2:13][CH2:12][C:11]2=[N:14][C:27]([C:24]3[CH:25]=[CH:26][N:21]=[CH:22][N:23]=3)=[CH:28][C:29](=[O:30])[N:10]2[CH2:9][CH2:8]1)=[O:6])[CH3:3]. (4) Given the reactants [F:1][C:2]1([F:15])[CH2:13][C:5]2[NH:6][C:7]([C:9]([O:11][CH3:12])=[O:10])=[CH:8][C:4]=2[C:3]1=O.C([SiH](CC)CC)C.CO.C(Cl)Cl, predict the reaction product. The product is: [F:15][C:2]1([F:1])[CH2:13][C:5]2[NH:6][C:7]([C:9]([O:11][CH3:12])=[O:10])=[CH:8][C:4]=2[CH2:3]1. (5) Given the reactants [F:1][C:2]1[C:7](=[O:8])[N:6]([CH3:9])[C:5]([NH:10][C:11]2[CH:16]=[CH:15][C:14]([S:17][CH3:18])=[CH:13][C:12]=2[F:19])=[C:4]([C:20]([O:22]C)=O)[CH:3]=1.[CH:24]([O:26][CH2:27][CH2:28][O:29][NH2:30])=[CH2:25].C[Si]([N-][Si](C)(C)C)(C)C.[Li+], predict the reaction product. The product is: [F:1][C:2]1[C:7](=[O:8])[N:6]([CH3:9])[C:5]([NH:10][C:11]2[CH:16]=[CH:15][C:14]([S:17][CH3:18])=[CH:13][C:12]=2[F:19])=[C:4]([C:20]([NH:30][O:29][CH2:28][CH2:27][O:26][CH:24]=[CH2:25])=[O:22])[CH:3]=1. (6) Given the reactants [F:1][C:2]1[CH:3]=[C:4]2[C:9](=[CH:10][CH:11]=1)[N:8]=[C:7]([NH:12][C@H:13]1[CH2:17][CH2:16][C@H:15]([NH2:18])[CH2:14]1)[CH:6]=[C:5]2[CH3:19].[CH3:20][N:21]1[C:25]2=[CH:26][N:27]=[CH:28][CH:29]=[C:24]2[C:23]([CH:30]=O)=[CH:22]1.[BH4-].[Na+], predict the reaction product. The product is: [F:1][C:2]1[CH:3]=[C:4]2[C:9](=[CH:10][CH:11]=1)[N:8]=[C:7]([NH:12][C@H:13]1[CH2:17][CH2:16][C@H:15]([NH:18][CH2:30][C:23]3[C:24]4[C:25](=[CH:26][N:27]=[CH:28][CH:29]=4)[N:21]([CH3:20])[CH:22]=3)[CH2:14]1)[CH:6]=[C:5]2[CH3:19].